Dataset: Reaction yield outcomes from USPTO patents with 853,638 reactions. Task: Predict the reaction yield, written as a fraction of the theoretical maximum amount of product (1.0 means a 100% yield; for example, 0.34 means a 34% yield). (1) The reactants are [NH2:1][C:2]1[C:3]([NH:13][CH2:14][CH2:15][CH2:16][Cl:17])=[C:4]([CH:9]=[CH:10][C:11]=1[Cl:12])[C:5]([O:7][CH3:8])=[O:6].[N:18]([C:21]1[C:22]([CH3:30])=[N:23][C:24]([O:28][CH3:29])=[N:25][C:26]=1[CH3:27])=[C:19]=S.C(=O)([O-])O.[Na+].Cl.C(N=C=NCCCN(C)C)C.C(N(CC)CC)C. The catalyst is O1CCCC1.O. The product is [Cl:12][C:11]1[C:2]2[N:1]=[C:19]([NH:18][C:21]3[C:26]([CH3:27])=[N:25][C:24]([O:28][CH3:29])=[N:23][C:22]=3[CH3:30])[N:13]([CH2:14][CH2:15][CH2:16][Cl:17])[C:3]=2[C:4]([C:5]([O:7][CH3:8])=[O:6])=[CH:9][CH:10]=1. The yield is 0.740. (2) The reactants are [NH2:1][C:2]1[C:7]2[C:8](=[O:14])[N:9]([CH3:13])[CH2:10][CH2:11][O:12][C:6]=2[CH:5]=[CH:4][CH:3]=1.[CH3:15][N:16]1[CH:20]=[C:19]([NH:21][C:22]2[CH:27]=[C:26](I)[C:25]([C:29]([F:32])([F:31])[F:30])=[CH:24][N:23]=2)[C:18]([CH3:33])=[N:17]1. No catalyst specified. The product is [CH3:15][N:16]1[CH:20]=[C:19]([NH:21][C:22]2[CH:27]=[C:26]([NH:1][C:2]3[C:7]4[C:8](=[O:14])[N:9]([CH3:13])[CH2:10][CH2:11][O:12][C:6]=4[CH:5]=[CH:4][CH:3]=3)[C:25]([C:29]([F:31])([F:30])[F:32])=[CH:24][N:23]=2)[C:18]([CH3:33])=[N:17]1. The yield is 0.540. (3) The reactants are [Si:1]([O:8][C@@H:9]([CH3:43])[C@@H:10]([NH:32][C:33]1[CH:40]=[CH:39][C:36]([C:37]#[N:38])=[C:35]([Cl:41])[C:34]=1[CH3:42])[C:11]1[O:12][C:13]([C:16]2[CH:21]=[CH:20][C:19]([O:22]CC3C=CC(OC)=CC=3)=[CH:18][CH:17]=2)=[N:14][N:15]=1)([C:4]([CH3:7])([CH3:6])[CH3:5])([CH3:3])[CH3:2].C(Cl)Cl.O.ClC1C(=O)C(C#N)=C(C#N)C(=O)C=1Cl.C(=O)([O-])O.[Na+]. The catalyst is C(Cl)Cl. The product is [Si:1]([O:8][C@@H:9]([CH3:43])[C@@H:10]([NH:32][C:33]1[CH:40]=[CH:39][C:36]([C:37]#[N:38])=[C:35]([Cl:41])[C:34]=1[CH3:42])[C:11]1[O:12][C:13]([C:16]2[CH:21]=[CH:20][C:19]([OH:22])=[CH:18][CH:17]=2)=[N:14][N:15]=1)([C:4]([CH3:7])([CH3:6])[CH3:5])([CH3:2])[CH3:3]. The yield is 0.910.